Task: Predict the reaction yield, written as a fraction of the theoretical maximum amount of product (1.0 means a 100% yield; for example, 0.34 means a 34% yield).. Dataset: Reaction yield outcomes from USPTO patents with 853,638 reactions (1) The reactants are [Cl:1][C:2]1[CH:7]=[C:6]([O:8][C:9]2[CH:14]=[CH:13][CH:12]=[CH:11][CH:10]=2)[CH:5]=[CH:4][C:3]=1[OH:15].Br[CH2:17][CH2:18][CH2:19][OH:20].C(=O)([O-])[O-].[Cs+].[Cs+]. The catalyst is CN(C=O)C. The product is [Cl:1][C:2]1[CH:7]=[C:6]([O:8][C:9]2[CH:14]=[CH:13][CH:12]=[CH:11][CH:10]=2)[CH:5]=[CH:4][C:3]=1[O:15][CH2:17][CH2:18][CH2:19][OH:20]. The yield is 0.950. (2) The reactants are [CH3:1][C:2]1([CH3:16])[O:7][C:6]2[CH:8]=[CH:9][C:10]([N+:12]([O-:14])=[O:13])=[CH:11][C:5]=2[NH:4][C:3]1=S.[NH:17]([C:19]([O:21][CH2:22][CH3:23])=[O:20])[NH2:18]. The catalyst is C(O)C. The product is [CH3:1][C:2]1([CH3:16])[O:7][C:6]2[CH:8]=[CH:9][C:10]([N+:12]([O-:14])=[O:13])=[CH:11][C:5]=2[N:4]=[C:3]1[NH:18][NH:17][C:19]([O:21][CH2:22][CH3:23])=[O:20]. The yield is 0.870. (3) The reactants are [N:1]1[C:10]2[C:5](=[CH:6][CH:7]=[CH:8][C:9]=2[OH:11])[CH:4]=[CH:3][CH:2]=1.[ClH:12].[CH2:13]=O. The catalyst is O. The product is [ClH:12].[Cl:12][CH2:13][C:6]1[CH:7]=[CH:8][C:9]([OH:11])=[C:10]2[C:5]=1[CH:4]=[CH:3][CH:2]=[N:1]2. The yield is 0.778. (4) The yield is 0.660. The product is [CH2:1]([O:5][C:6]1[CH:10]=[C:9]([CH2:11][CH2:12][S:13]([NH:16][C:36](=[O:37])[O:38][CH:39]([CH3:41])[CH3:40])(=[O:14])=[O:15])[N:8]([CH2:17][C:18]2[CH:23]=[CH:22][C:21]([Cl:24])=[CH:20][C:19]=2[Cl:25])[N:7]=1)[CH2:2][CH2:3][CH3:4]. The catalyst is CN(C)C1C=CN=CC=1.CN(C)C(=O)C. The reactants are [CH2:1]([O:5][C:6]1[CH:10]=[C:9]([CH2:11][CH2:12][S:13]([NH2:16])(=[O:15])=[O:14])[N:8]([CH2:17][C:18]2[CH:23]=[CH:22][C:21]([Cl:24])=[CH:20][C:19]=2[Cl:25])[N:7]=1)[CH2:2][CH2:3][CH3:4].C(N(CC)C(C)C)(C)C.Cl[C:36]([O:38][CH:39]([CH3:41])[CH3:40])=[O:37]. (5) The reactants are [N+:1]([C:4]1[C:10]([O:11][CH3:12])=[CH:9][CH:8]=[CH:7][C:5]=1[NH2:6])([O-])=O. The catalyst is C(O)C.[Pd]. The product is [CH3:12][O:11][C:10]1[C:4]([NH2:1])=[C:5]([NH2:6])[CH:7]=[CH:8][CH:9]=1. The yield is 1.00. (6) The reactants are [C:1]([C:3]1[CH:4]=[C:5]([C:14]2(C(OC)=O)[NH:18][C:17]3[CH:19]=[CH:20][CH:21]=[CH:22][C:16]=3[S:15]2)[CH:6]=[CH:7][C:8]=1[O:9][CH2:10][CH:11]([CH3:13])[CH3:12])#[N:2].[OH-].[K+].Cl.CO.[CH2:32]([OH:34])C.C1C[O:38]CC1. The catalyst is O. The product is [C:1]([C:3]1[CH:4]=[C:5]([C:14]2[S:15][C:16]3[C:22]([C:32]([OH:34])=[O:38])=[CH:21][CH:20]=[CH:19][C:17]=3[N:18]=2)[CH:6]=[CH:7][C:8]=1[O:9][CH2:10][CH:11]([CH3:13])[CH3:12])#[N:2]. The yield is 0.830. (7) The reactants are [N:1]([C:4]1[C:5]2[NH:12][CH:11]=[C:10]([C@@H:13]3[N:17]([C:18]([O:20][C:21]([CH3:24])([CH3:23])[CH3:22])=[O:19])[C@@H:16]([CH2:25][OH:26])[C@H:15]4[O:27][C:28]([CH3:31])([CH3:30])[O:29][C@@H:14]34)[C:6]=2[N:7]=[CH:8][N:9]=1)=[N+:2]=[N-:3].[C:32]([O:36][C:37]([NH:39][C@@H:40]([C@@H:44]([CH3:47])[CH2:45][CH3:46])[C:41](O)=[O:42])=[O:38])([CH3:35])([CH3:34])[CH3:33].Cl.C(N=C=NCCCN(C)C)C. The catalyst is CN(C=O)C.CN(C)C1C=CN=CC=1. The product is [N:1]([C:4]1[C:5]2[NH:12][CH:11]=[C:10]([C@@H:13]3[N:17]([C:18]([O:20][C:21]([CH3:24])([CH3:23])[CH3:22])=[O:19])[C@H:16]([CH2:25][O:26][C:41](=[O:42])[C@@H:40]([NH:39][C:37]([O:36][C:32]([CH3:33])([CH3:35])[CH3:34])=[O:38])[C@@H:44]([CH3:47])[CH2:45][CH3:46])[C@H:15]4[O:27][C:28]([CH3:31])([CH3:30])[O:29][C@@H:14]34)[C:6]=2[N:7]=[CH:8][N:9]=1)=[N+:2]=[N-:3]. The yield is 0.420.